This data is from Reaction yield outcomes from USPTO patents with 853,638 reactions. The task is: Predict the reaction yield, written as a fraction of the theoretical maximum amount of product (1.0 means a 100% yield; for example, 0.34 means a 34% yield). (1) The reactants are [CH3:1][C:2]1[CH:11]=[CH:10][C:9]2[C:4](=[CH:5][CH:6]=[CH:7][C:8]=2[N:12]2[CH2:17][CH2:16][N:15]([CH2:18][CH2:19][C:20]3[CH:21]=[C:22]([CH:24]=[CH:25][CH:26]=3)[NH2:23])[CH2:14][CH2:13]2)[N:3]=1.[CH3:27][C:28]1[O:32][N:31]=[C:30]([C:33](Cl)=[O:34])[CH:29]=1. No catalyst specified. The product is [CH3:27][C:28]1[O:32][N:31]=[C:30]([C:33]([NH:23][C:22]2[CH:24]=[CH:25][CH:26]=[C:20]([CH2:19][CH2:18][N:15]3[CH2:14][CH2:13][N:12]([C:8]4[CH:7]=[CH:6][CH:5]=[C:4]5[C:9]=4[CH:10]=[CH:11][C:2]([CH3:1])=[N:3]5)[CH2:17][CH2:16]3)[CH:21]=2)=[O:34])[CH:29]=1. The yield is 0.400. (2) No catalyst specified. The yield is 0.800. The product is [CH:1]1([NH:4][C:5]2[N:10]=[C:9]([C:11]3[C:12]([C:20]4[CH:25]=[CH:24][N:23]=[C:22]([NH:30][CH:27]([CH3:29])[CH3:28])[CH:21]=4)=[N:13][N:14]4[CH:19]=[CH:18][CH:17]=[CH:16][C:15]=34)[CH:8]=[CH:7][N:6]=2)[CH2:3][CH2:2]1. The reactants are [CH:1]1([NH:4][C:5]2[N:10]=[C:9]([C:11]3[C:12]([C:20]4[CH:25]=[CH:24][N:23]=[C:22](F)[CH:21]=4)=[N:13][N:14]4[CH:19]=[CH:18][CH:17]=[CH:16][C:15]=34)[CH:8]=[CH:7][N:6]=2)[CH2:3][CH2:2]1.[CH:27]([NH2:30])([CH3:29])[CH3:28]. (3) The reactants are N#N.[CH3:3][O:4][C:5](=[O:25])[C:6]1[CH:11]=[CH:10][C:9]([S:12]([N:15]2[C:23]3[C:18](=[CH:19][CH:20]=[CH:21][CH:22]=3)[C:17](I)=[CH:16]2)(=[O:14])=[O:13])=[CH:8][CH:7]=1.[CH:26]1[CH2:30][CH2:29][CH2:28][CH:27]=1.C([O-])(=O)C.[K+]. The catalyst is [Cl-].C([N+](CCCC)(CCCC)CCCC)CCC.CC(O)=O.CC(O)=O.[Pd].CN(C=O)C. The product is [CH3:3][O:4][C:5](=[O:25])[C:6]1[CH:11]=[CH:10][C:9]([S:12]([N:15]2[C:23]3[C:18](=[CH:19][CH:20]=[CH:21][CH:22]=3)[C:17]([C:26]3[CH2:30][CH2:29][CH2:28][CH:27]=3)=[CH:16]2)(=[O:14])=[O:13])=[CH:8][CH:7]=1. The yield is 0.810.